From a dataset of Full USPTO retrosynthesis dataset with 1.9M reactions from patents (1976-2016). Predict the reactants needed to synthesize the given product. (1) Given the product [CH:9]1[C:10]2[C:15](=[CH:14][CH:13]=[CH:12][CH:11]=2)[CH:16]=[CH:17][C:8]=1[C:4]1[N:3]=[C:2]([N:32]2[CH2:33][CH2:34][CH:29]([CH2:28][NH2:27])[CH2:30][CH2:31]2)[CH:7]=[N:6][CH:5]=1, predict the reactants needed to synthesize it. The reactants are: Cl[C:2]1[CH:7]=[N:6][CH:5]=[C:4]([C:8]2[CH:17]=[CH:16][C:15]3[C:10](=[CH:11][CH:12]=[CH:13][CH:14]=3)[CH:9]=2)[N:3]=1.CCN(C(C)C)C(C)C.[NH2:27][CH2:28][CH:29]1[CH2:34][CH2:33][NH:32][CH2:31][CH2:30]1.O. (2) Given the product [NH2:1][C:2]1[CH:10]=[C:9]([C:11]([F:12])([F:13])[F:14])[CH:8]=[CH:7][C:3]=1[C:4]([O:6][CH3:17])=[O:5], predict the reactants needed to synthesize it. The reactants are: [NH2:1][C:2]1[CH:10]=[C:9]([C:11]([F:14])([F:13])[F:12])[CH:8]=[CH:7][C:3]=1[C:4]([OH:6])=[O:5].[N+](=[CH2:17])=[N-].